From a dataset of Reaction yield outcomes from USPTO patents with 853,638 reactions. Predict the reaction yield, written as a fraction of the theoretical maximum amount of product (1.0 means a 100% yield; for example, 0.34 means a 34% yield). (1) The reactants are [CH3:1][C:2]1[CH:7]=[CH:6][N:5]=[C:4]([SH:8])[N:3]=1.[OH-].[Na+].I[CH3:12]. No catalyst specified. The product is [CH3:1][C:2]1[CH:7]=[CH:6][N:5]=[C:4]([S:8][CH3:12])[N:3]=1. The yield is 0.980. (2) The reactants are [CH3:1][O:2][C:3]1[CH:28]=[CH:27][C:6]([CH2:7][N:8]2[C:12]3=[N:13][CH:14]=[CH:15][C:16]([O:17][C:18]4[CH:23]=[CH:22][C:21]([NH2:24])=[CH:20][C:19]=4[F:25])=[C:11]3[C:10](I)=[N:9]2)=[CH:5][CH:4]=1.[CH:29]([B-](F)(F)F)=[CH2:30].[K+].C(N(CC)CC)C. The catalyst is C1C=CC(P(C2C=CC=CC=2)[C-]2C=CC=C2)=CC=1.C1C=CC(P(C2C=CC=CC=2)[C-]2C=CC=C2)=CC=1.Cl[Pd]Cl.[Fe+2].C(O)CC. The product is [CH3:1][O:2][C:3]1[CH:28]=[CH:27][C:6]([CH2:7][N:8]2[C:12]3=[N:13][CH:14]=[CH:15][C:16]([O:17][C:18]4[CH:23]=[CH:22][C:21]([NH2:24])=[CH:20][C:19]=4[F:25])=[C:11]3[C:10]([CH:29]=[CH2:30])=[N:9]2)=[CH:5][CH:4]=1. The yield is 0.660. (3) The reactants are [N:1]12[CH2:8][CH2:7][C:4]([C:9]([C:18]3[CH:23]=[CH:22][CH:21]=[CH:20][CH:19]=3)([C:12]3[CH:17]=[CH:16][CH:15]=[CH:14][CH:13]=3)[C:10]#[N:11])([CH2:5][CH2:6]1)[CH2:3][CH2:2]2.[C:24]1([O:30][CH2:31][CH2:32][Br:33])[CH:29]=[CH:28][CH:27]=[CH:26][CH:25]=1. No catalyst specified. The product is [Br-:33].[C:10]([C:9]([C:18]1[CH:19]=[CH:20][CH:21]=[CH:22][CH:23]=1)([C:12]1[CH:13]=[CH:14][CH:15]=[CH:16][CH:17]=1)[C:4]12[CH2:5][CH2:6][N+:1]([CH2:32][CH2:31][O:30][C:24]3[CH:29]=[CH:28][CH:27]=[CH:26][CH:25]=3)([CH2:2][CH2:3]1)[CH2:8][CH2:7]2)#[N:11]. The yield is 0.660. (4) The reactants are [F:1][C:2]1[CH:3]=[C:4]([C:8]2[N:13]=[C:12]([NH2:14])[CH:11]=[N:10][C:9]=2[C:15]2[CH:20]=[CH:19][N:18]=[CH:17][CH:16]=2)[CH:5]=[CH:6][CH:7]=1.N1C=CC=CC=1.[Br:27]Br. The catalyst is C(Cl)(Cl)Cl. The product is [Br:27][C:11]1[C:12]([NH2:14])=[N:13][C:8]([C:4]2[CH:5]=[CH:6][CH:7]=[C:2]([F:1])[CH:3]=2)=[C:9]([C:15]2[CH:20]=[CH:19][N:18]=[CH:17][CH:16]=2)[N:10]=1. The yield is 0.240. (5) The yield is 0.630. The product is [CH3:1][O:2][C:3](=[O:10])[CH:4]=[CH:5][CH:6]=[CH:7][CH2:8][S:31][C:28]1[CH:29]=[CH:30][C:25]([Cl:24])=[CH:26][CH:27]=1. The catalyst is C1COCC1. The reactants are [CH3:1][O:2][C:3](=[O:10])[CH:4]=[CH:5][CH:6]=[CH:7][CH2:8]Br.C(N(CC)CC)C.[I-].C([NH3+])(C)(C)C.[Cl:24][C:25]1[CH:30]=[CH:29][C:28]([SH:31])=[CH:27][CH:26]=1. (6) The reactants are [F:1][C:2]1[CH:9]=[C:8]([O:10][CH2:11][CH2:12][O:13][CH3:14])[C:7]([O:15][CH3:16])=[CH:6][C:3]=1[CH:4]=[O:5].[OH-].[K+].[O-:19][Mn](=O)(=O)=O.[K+]. The catalyst is O1CCOCC1. The product is [F:1][C:2]1[CH:9]=[C:8]([O:10][CH2:11][CH2:12][O:13][CH3:14])[C:7]([O:15][CH3:16])=[CH:6][C:3]=1[C:4]([OH:19])=[O:5]. The yield is 0.780. (7) The reactants are [NH:1]1[CH2:5][CH2:4][CH2:3][C@H:2]1[CH2:6][OH:7].C(N(CC)CC)C.[C:15]1([CH2:21][S:22](Cl)(=[O:24])=[O:23])[CH:20]=[CH:19][CH:18]=[CH:17][CH:16]=1. The catalyst is C(Cl)Cl.O. The product is [C:15]1([CH2:21][S:22]([N:1]2[CH2:5][CH2:4][CH2:3][C@H:2]2[CH2:6][OH:7])(=[O:24])=[O:23])[CH:20]=[CH:19][CH:18]=[CH:17][CH:16]=1. The yield is 0.589.